From a dataset of NCI-60 drug combinations with 297,098 pairs across 59 cell lines. Regression. Given two drug SMILES strings and cell line genomic features, predict the synergy score measuring deviation from expected non-interaction effect. Drug 1: CC1CCC2CC(C(=CC=CC=CC(CC(C(=O)C(C(C(=CC(C(=O)CC(OC(=O)C3CCCCN3C(=O)C(=O)C1(O2)O)C(C)CC4CCC(C(C4)OC)OCCO)C)C)O)OC)C)C)C)OC. Drug 2: C1CN1C2=NC(=NC(=N2)N3CC3)N4CC4. Cell line: ACHN. Synergy scores: CSS=57.7, Synergy_ZIP=-2.50, Synergy_Bliss=-0.637, Synergy_Loewe=3.35, Synergy_HSA=3.72.